Task: Predict the reactants needed to synthesize the given product.. Dataset: Full USPTO retrosynthesis dataset with 1.9M reactions from patents (1976-2016) (1) The reactants are: [OH:1][CH:2]([C:16]1[N:17]([CH3:21])[N:18]=[CH:19][CH:20]=1)[C:3]1[NH:11][C:10]2[C:5](=[N:6][CH:7]=[CH:8][C:9]=2[C:12]([O:14]C)=[O:13])[CH:4]=1. Given the product [OH:1][CH:2]([C:16]1[N:17]([CH3:21])[N:18]=[CH:19][CH:20]=1)[C:3]1[NH:11][C:10]2[C:5](=[N:6][CH:7]=[CH:8][C:9]=2[C:12]([OH:14])=[O:13])[CH:4]=1, predict the reactants needed to synthesize it. (2) Given the product [CH3:20][N:19]([C:18]1[CH:22]=[CH:23][CH:15]=[CH:16][C:17]=1[C:28]#[C:27][C:25]([CH3:26])([OH:29])[CH3:24])[CH3:21], predict the reactants needed to synthesize it. The reactants are: C1(NC2CCCCC2)CCCCC1.Br[C:15]1[CH:23]=[CH:22][C:18]([N:19]([CH3:21])[CH3:20])=[CH:17][CH:16]=1.[CH3:24][C:25]([OH:29])([C:27]#[CH:28])[CH3:26].[Cl-].[Na+]. (3) The reactants are: [F:1][C:2]1[CH:3]=[C:4]([CH2:20][OH:21])[CH:5]=[C:6]([F:19])[C:7]=1[O:8][C:9]1[CH:14]=[CH:13][N:12]=[C:11]([C:15]([F:18])([F:17])[F:16])[CH:10]=1.Cl[C:23]1[CH:24]=[C:25]2[N:32]([CH3:33])[C@@H:31]([CH3:34])[CH2:30][N:26]2[C:27](=[O:29])[N:28]=1. Given the product [F:1][C:2]1[CH:3]=[C:4]([CH:5]=[C:6]([F:19])[C:7]=1[O:8][C:9]1[CH:14]=[CH:13][N:12]=[C:11]([C:15]([F:16])([F:17])[F:18])[CH:10]=1)[CH2:20][O:21][C:23]1[CH:24]=[C:25]2[N:32]([CH3:33])[C@@H:31]([CH3:34])[CH2:30][N:26]2[C:27](=[O:29])[N:28]=1, predict the reactants needed to synthesize it. (4) Given the product [O:1]=[C:2]1[CH2:7][CH2:6][CH2:5][CH2:4][N:3]1[CH2:8][C:9]([OH:11])=[O:10], predict the reactants needed to synthesize it. The reactants are: [O:1]=[C:2]1[CH2:7][CH2:6][CH2:5][CH2:4][N:3]1[CH2:8][C:9]([O:11]CC1C=CC=CC=1)=[O:10]. (5) Given the product [Cl:1][C:2]1[C:3]([CH2:4][NH2:5])=[C:6]([Cl:11])[CH:7]=[C:8]([CH3:10])[N:9]=1, predict the reactants needed to synthesize it. The reactants are: [Cl:1][C:2]1[N:9]=[C:8]([CH3:10])[CH:7]=[C:6]([Cl:11])[C:3]=1[C:4]#[N:5].CC(C[AlH]CC(C)C)C. (6) Given the product [NH2:26][C:24]1[CH:23]=[CH:22][C:3]([O:4][C:5]2[CH:10]=[CH:9][N:8]=[C:7]3[CH:11]=[C:12]([C:14]4[CH:15]=[N:16][N:17]([CH2:19][CH2:20][OH:21])[CH:18]=4)[S:13][C:6]=23)=[C:2]([F:1])[CH:25]=1, predict the reactants needed to synthesize it. The reactants are: [F:1][C:2]1[CH:25]=[C:24]([N+:26]([O-])=O)[CH:23]=[CH:22][C:3]=1[O:4][C:5]1[CH:10]=[CH:9][N:8]=[C:7]2[CH:11]=[C:12]([C:14]3[CH:15]=[N:16][N:17]([CH2:19][CH:20]=[O:21])[CH:18]=3)[S:13][C:6]=12.[BH4-].[Na+].